Dataset: Forward reaction prediction with 1.9M reactions from USPTO patents (1976-2016). Task: Predict the product of the given reaction. (1) Given the reactants [NH2:1][CH:2]([CH2:12][C:13]1[CH:18]=[CH:17][CH:16]=[C:15]([O:19][CH2:20][C:21]([F:24])([F:23])[F:22])[CH:14]=1)[CH:3]([C:5]1[CH:10]=[CH:9][C:8]([F:11])=[CH:7][CH:6]=1)[OH:4].[F:25][C:26]1[C:35]2[C:30](=[CH:31][CH:32]=[CH:33][CH:34]=2)[C:29]([C:36](O)=[O:37])=[CH:28][CH:27]=1.Cl.C(N=C=NCCCN(C)C)C.ON1C2C=CC=CC=2N=N1, predict the reaction product. The product is: [F:11][C:8]1[CH:7]=[CH:6][C:5]([CH:3]([OH:4])[CH:2]([NH:1][C:36]([C:29]2[C:30]3[C:35](=[CH:34][CH:33]=[CH:32][CH:31]=3)[C:26]([F:25])=[CH:27][CH:28]=2)=[O:37])[CH2:12][C:13]2[CH:18]=[CH:17][CH:16]=[C:15]([O:19][CH2:20][C:21]([F:24])([F:22])[F:23])[CH:14]=2)=[CH:10][CH:9]=1. (2) Given the reactants Br[C:2]1[CH:3]=[C:4]2[C:9](=[CH:10][CH:11]=1)[CH:8]=[C:7]([O:12][CH2:13][CH2:14][N:15]1[CH2:19][CH2:18][CH2:17][CH2:16]1)[CH:6]=[CH:5]2.[C:20]([C:22]1[CH:23]=[C:24](B(O)O)[CH:25]=[CH:26][CH:27]=1)#[N:21].C(=O)([O-])[O-].[Na+].[Na+], predict the reaction product. The product is: [N:15]1([CH2:14][CH2:13][O:12][C:7]2[CH:8]=[C:9]3[C:4](=[CH:5][CH:6]=2)[CH:3]=[C:2]([C:26]2[CH:27]=[C:22]([CH:23]=[CH:24][CH:25]=2)[C:20]#[N:21])[CH:11]=[CH:10]3)[CH2:19][CH2:18][CH2:17][CH2:16]1. (3) Given the reactants Cl.[Br:2][C:3]1[CH:12]=[CH:11][CH:10]=[C:9]2[C:4]=1[CH2:5][CH2:6][NH:7][CH2:8]2.[S:13]1([CH2:19][CH:18]=[CH:17][CH2:16]1)(=[O:15])=[O:14].[OH-].[K+], predict the reaction product. The product is: [Br:2][C:3]1[CH:12]=[CH:11][CH:10]=[C:9]2[C:4]=1[CH2:5][CH2:6][N:7]([CH:17]1[CH2:18][CH2:19][S:13](=[O:15])(=[O:14])[CH2:16]1)[CH2:8]2. (4) Given the reactants [Cl:1][C:2]1[CH:3]=[CH:4][C:5]2[NH:6][C:7]3[C:12]([C:13]=2[C:14]=1[O:15][CH2:16][C@@H:17]1[CH2:19][O:18]1)=[CH:11][CH:10]=[CH:9][CH:8]=3.NCC1CCN([C:28]2[CH:33]=[C:32]([O:34][CH3:35])[CH:31]=[CH:30][C:29]=2[S:36]([NH2:39])(=[O:38])=[O:37])CC1, predict the reaction product. The product is: [Cl:1][C:2]1[CH:3]=[CH:4][C:5]2[NH:6][C:7]3[C:12]([C:13]=2[C:14]=1[O:15][CH2:16][C@@H:17]([OH:18])[CH2:19][NH:6][CH2:5][CH:13]1[CH2:14][CH2:2][N:39]([S:36]([C:29]2[CH:28]=[CH:33][C:32]([O:34][CH3:35])=[CH:31][CH:30]=2)(=[O:37])=[O:38])[CH2:11][CH2:12]1)=[CH:11][CH:10]=[CH:9][CH:8]=3.